This data is from NCI-60 drug combinations with 297,098 pairs across 59 cell lines. The task is: Regression. Given two drug SMILES strings and cell line genomic features, predict the synergy score measuring deviation from expected non-interaction effect. (1) Drug 1: CCCCC(=O)OCC(=O)C1(CC(C2=C(C1)C(=C3C(=C2O)C(=O)C4=C(C3=O)C=CC=C4OC)O)OC5CC(C(C(O5)C)O)NC(=O)C(F)(F)F)O. Drug 2: CC1C(C(CC(O1)OC2CC(CC3=C2C(=C4C(=C3O)C(=O)C5=CC=CC=C5C4=O)O)(C(=O)C)O)N)O. Cell line: SK-MEL-28. Synergy scores: CSS=47.8, Synergy_ZIP=1.96, Synergy_Bliss=0.358, Synergy_Loewe=-7.26, Synergy_HSA=-0.840. (2) Drug 1: CC1=CC2C(CCC3(C2CCC3(C(=O)C)OC(=O)C)C)C4(C1=CC(=O)CC4)C. Drug 2: CC1=C2C(C(=O)C3(C(CC4C(C3C(C(C2(C)C)(CC1OC(=O)C(C(C5=CC=CC=C5)NC(=O)C6=CC=CC=C6)O)O)OC(=O)C7=CC=CC=C7)(CO4)OC(=O)C)O)C)OC(=O)C. Cell line: U251. Synergy scores: CSS=37.9, Synergy_ZIP=1.12, Synergy_Bliss=1.14, Synergy_Loewe=-19.1, Synergy_HSA=1.55.